From a dataset of Forward reaction prediction with 1.9M reactions from USPTO patents (1976-2016). Predict the product of the given reaction. (1) Given the reactants [CH2:1]([O:8][C:9]1[C:14]([C:15]2[CH:20]=[CH:19][C:18]([CH3:21])=[CH:17][CH:16]=2)=[CH:13][C:12]([C:22](OC)=[O:23])=[CH:11][C:10]=1[C:26]([CH3:29])([CH3:28])[CH3:27])[C:2]1[CH:7]=[CH:6][CH:5]=[CH:4][CH:3]=1.[H-].[Al+3].[Li+].[H-].[H-].[H-].O.[OH-].[Na+], predict the reaction product. The product is: [CH2:1]([O:8][C:9]1[C:14]([C:15]2[CH:16]=[CH:17][C:18]([CH3:21])=[CH:19][CH:20]=2)=[CH:13][C:12]([CH:22]=[O:23])=[CH:11][C:10]=1[C:26]([CH3:29])([CH3:28])[CH3:27])[C:2]1[CH:7]=[CH:6][CH:5]=[CH:4][CH:3]=1. (2) Given the reactants Br[C:2]1[CH:3]=[CH:4][C:5]2[O:11][CH2:10][CH2:9][N:8]([C:12]([O:14][C:15]([CH3:18])([CH3:17])[CH3:16])=[O:13])[CH2:7][C:6]=2[CH:19]=1.[B:20](OC(C)C)([O:25]C(C)C)[O:21]C(C)C.C([Li])CCC, predict the reaction product. The product is: [CH3:16][C:15]([O:14][C:12]([N:8]1[CH2:7][C:6]2[CH:19]=[C:2]([B:20]([OH:25])[OH:21])[CH:3]=[CH:4][C:5]=2[O:11][CH2:10][CH2:9]1)=[O:13])([CH3:18])[CH3:17]. (3) Given the reactants Br[C:2]1[N:3]=[CH:4][C:5]([NH:8][C@H:9]2[CH2:13][CH2:12][CH2:11][C@@H:10]2[NH:14][C:15](=[O:27])[C:16]2[CH:21]=[CH:20][CH:19]=[CH:18][C:17]=2[N:22]2[N:26]=[CH:25][CH:24]=[N:23]2)=[N:6][CH:7]=1.ClC1N=CC(N[C@H]2CCC[C@@H]2N[C:42](=O)[C:43]2[CH:48]=CC=CC=2N2N=CC=N2)=NC=1.C1(B(O)O)CC1.C(=O)([O-])[O-].[Na+].[Na+], predict the reaction product. The product is: [CH:48]1([C:2]2[N:3]=[CH:4][C:5]([NH:8][C@H:9]3[CH2:13][CH2:12][CH2:11][C@@H:10]3[NH:14][C:15](=[O:27])[C:16]3[CH:21]=[CH:20][CH:19]=[CH:18][C:17]=3[N:22]3[N:26]=[CH:25][CH:24]=[N:23]3)=[N:6][CH:7]=2)[CH2:43][CH2:42]1.